Dataset: Full USPTO retrosynthesis dataset with 1.9M reactions from patents (1976-2016). Task: Predict the reactants needed to synthesize the given product. (1) Given the product [C:53]([C:57]1[CH:85]=[CH:84][C:60]([C:61]([NH:63][CH2:64][C:65]2[CH:70]=[CH:69][C:68]([C:38]3[CH:43]=[CH:42][N:41]=[C:40]4[NH:44][C:45]([C:47]5[CH:48]=[N:49][N:50]([CH3:52])[CH:51]=5)=[N:46][C:39]=34)=[CH:67][C:66]=2[C:80]([F:83])([F:82])[F:81])=[O:62])=[CH:59][CH:58]=1)([CH3:56])([CH3:54])[CH3:55], predict the reactants needed to synthesize it. The reactants are: CN1C=C(C2NC3=NC=CC(C4C=CC(C5(NC(C6OC(C(C)(C)C)=NN=6)=O)CC5)=CC=4)=C3N=2)C=N1.Br[C:38]1[CH:43]=[CH:42][N:41]=[C:40]2[NH:44][C:45]([C:47]3[CH:48]=[N:49][N:50]([CH3:52])[CH:51]=3)=[N:46][C:39]=12.[C:53]([C:57]1[CH:85]=[CH:84][C:60]([C:61]([NH:63][CH2:64][C:65]2[CH:70]=[CH:69][C:68](B3OC(C)(C)C(C)(C)O3)=[CH:67][C:66]=2[C:80]([F:83])([F:82])[F:81])=[O:62])=[CH:59][CH:58]=1)([CH3:56])([CH3:55])[CH3:54].P([O-])([O-])([O-])=O.[K+].[K+].[K+].C([O-])(=O)C.[Na+].C(#N)C. (2) Given the product [CH:19]1([CH:11]([C:8]2[CH:9]=[CH:10][C:5]([CH2:4][N:26]3[CH2:25][C:10]4[C:5](=[CH:6][CH:7]=[CH:8][CH:9]=4)[C:28]3=[O:29])=[CH:6][CH:7]=2)[C:12]([O:14][C:15]([CH3:18])([CH3:17])[CH3:16])=[O:13])[CH2:23][CH2:22][CH2:21][CH2:20]1, predict the reactants needed to synthesize it. The reactants are: [H-].[Na+].Br[CH2:4][C:5]1[CH:10]=[CH:9][C:8]([CH:11]([CH:19]2[CH2:23][CH2:22][CH2:21][CH2:20]2)[C:12]([O:14][C:15]([CH3:18])([CH3:17])[CH3:16])=[O:13])=[CH:7][CH:6]=1.O.[CH3:25][N:26]([CH:28]=[O:29])C. (3) Given the product [CH3:24][C:25]1[CH:26]=[C:27]([NH:32][C:33](=[O:34])[N:20]([CH2:19][C:15]2[CH:14]=[CH:13][CH:12]=[C:11]3[C:16]=2[C:17](=[O:18])[N:9]([CH:8]2[CH2:7][CH2:6][C:5](=[O:23])[NH:4][C:3]2=[O:2])[C:10]3=[O:22])[CH3:21])[CH:28]=[CH:29][C:30]=1[CH3:31], predict the reactants needed to synthesize it. The reactants are: Cl.[O:2]=[C:3]1[CH:8]([N:9]2[C:17](=[O:18])[C:16]3[C:11](=[CH:12][CH:13]=[CH:14][C:15]=3[CH2:19][NH:20][CH3:21])[C:10]2=[O:22])[CH2:7][CH2:6][C:5](=[O:23])[NH:4]1.[CH3:24][C:25]1[CH:26]=[C:27]([N:32]=[C:33]=[O:34])[CH:28]=[CH:29][C:30]=1[CH3:31]. (4) Given the product [CH3:1][O:2][C:3]1[CH:4]=[C:5]([CH2:9][CH2:10][C:11]2[CH:12]=[C:13]([NH:20][C:30](=[O:31])[C:29]3[CH:28]=[CH:27][C:26]([N:21]4[CH:25]=[CH:24][CH:23]=[N:22]4)=[CH:35][CH:34]=3)[NH:14][N:15]=2)[CH:6]=[CH:7][CH:8]=1, predict the reactants needed to synthesize it. The reactants are: [CH3:1][O:2][C:3]1[CH:4]=[C:5]([CH2:9][CH2:10][C:11]2[CH:12]=[C:13]([NH2:20])[N:14](C(C)(C)C)[N:15]=2)[CH:6]=[CH:7][CH:8]=1.[N:21]1([C:26]2[CH:35]=[CH:34][C:29]([C:30](OC)=[O:31])=[CH:28][CH:27]=2)[CH:25]=[CH:24][CH:23]=[N:22]1.C[Al](C)C. (5) Given the product [CH3:11][O:12][C:13](=[O:20])[C@H:14]([CH2:16][CH2:17][S:18][CH3:19])[NH:15][C:33]([C:32]1([NH:31][C:30]([C:22]2[S:21][C:25]3[CH:26]=[CH:27][CH:28]=[CH:29][C:24]=3[CH:23]=2)=[O:34])[CH2:36][CH2:37][CH2:38][CH2:39][CH2:40]1)=[O:35], predict the reactants needed to synthesize it. The reactants are: C(N(C(C)C)CC)(C)C.Cl.[CH3:11][O:12][C:13](=[O:20])[C@H:14]([CH2:16][CH2:17][S:18][CH3:19])[NH2:15].[S:21]1[C:25]2[CH:26]=[CH:27][CH:28]=[CH:29][C:24]=2[CH:23]=[C:22]1[C:30]1[O:34][C:33](=[O:35])[C:32]2([CH2:40][CH2:39][CH2:38][CH2:37][CH2:36]2)[N:31]=1.